Dataset: Full USPTO retrosynthesis dataset with 1.9M reactions from patents (1976-2016). Task: Predict the reactants needed to synthesize the given product. (1) Given the product [Br:18][C:19]1[C:20]([N:6]2[CH2:7][CH2:8][CH:4]([CH:1]3[CH2:3][CH2:2]3)[CH2:5]2)=[C:21]([C:27](=[O:34])[C:28]([O:30][CH:31]([CH3:32])[CH3:33])=[O:29])[C:22]([CH3:26])=[N:23][C:24]=1[CH3:25], predict the reactants needed to synthesize it. The reactants are: [CH:1]1([CH:4]2[CH2:8][CH2:7][NH:6][CH2:5]2)[CH2:3][CH2:2]1.CCN(C(C)C)C(C)C.[Br:18][C:19]1[C:20](Cl)=[C:21]([C:27](=[O:34])[C:28]([O:30][CH:31]([CH3:33])[CH3:32])=[O:29])[C:22]([CH3:26])=[N:23][C:24]=1[CH3:25]. (2) The reactants are: [CH3:1][Sn:2]([CH3:34])([CH3:33])[C:3]1[CH:8]=[CH:7][C:6]([C:9]2[CH:14]=[CH:13][C:12]([C:15]([NH:17][C@H:18]([C:23]([NH:25][C@H:26]([C:30](O)=[O:31])[CH2:27][CH2:28][CH3:29])=[O:24])[CH2:19][CH:20]([CH3:22])[CH3:21])=[O:16])=[CH:11][CH:10]=2)=[CH:5][CH:4]=1.CN1CCOCC1.ClC(OCC(C)C)=O.[N+:50](=[CH2:52])=[N-:51]. Given the product [N+:50](=[CH:52][C:30]([CH:26]([NH:25][C:23]([C@@H:18]([NH:17][C:15]([C:12]1[CH:11]=[CH:10][C:9]([C:6]2[CH:5]=[CH:4][C:3]([Sn:2]([CH3:1])([CH3:33])[CH3:34])=[CH:8][CH:7]=2)=[CH:14][CH:13]=1)=[O:16])[CH2:19][CH:20]([CH3:21])[CH3:22])=[O:24])[CH2:27][CH2:28][CH3:29])=[O:31])=[N-:51], predict the reactants needed to synthesize it. (3) Given the product [CH:1]1([CH2:7][NH:8][C:9]([C:11]2[C:19]3[C:14](=[N:15][CH:16]=[C:17]([CH:20]4[CH2:22][CH2:21]4)[N:18]=3)[NH:13][CH:12]=2)=[O:10])[CH2:2][CH2:3][CH2:4][CH2:5][CH2:6]1, predict the reactants needed to synthesize it. The reactants are: [CH:1]1([CH2:7][NH:8][C:9]([C:11]2[C:19]3[C:14](=[N:15][CH:16]=[C:17]([CH:20]4[CH2:22][CH2:21]4)[N:18]=3)[N:13](COCC[Si](C)(C)C)[CH:12]=2)=[O:10])[CH2:6][CH2:5][CH2:4][CH2:3][CH2:2]1.OC1([C@H](NC(C2C3C(=NC=C(C4CC4)N=3)N(COCC[Si](C)(C)C)C=2)=O)C)CCCC1. (4) Given the product [CH2:1]([C:8]1[N:13]([CH3:14])[C:12](=[O:15])[C:11]([C:16]2[CH:21]=[CH:20][C:19]([O:22][C:25]3[C:34]4[C:29](=[CH:30][C:31]([O:37][CH2:38][CH2:39][CH2:40][N:41]5[CH2:42][CH2:43][O:44][CH2:45][CH2:46]5)=[C:32]([O:35][CH3:36])[CH:33]=4)[N:28]=[CH:27][CH:26]=3)=[C:18]([F:23])[CH:17]=2)=[CH:10][CH:9]=1)[C:2]1[CH:3]=[CH:4][CH:5]=[CH:6][CH:7]=1, predict the reactants needed to synthesize it. The reactants are: [CH2:1]([C:8]1[N:13]([CH3:14])[C:12](=[O:15])[C:11]([C:16]2[CH:21]=[CH:20][C:19]([OH:22])=[C:18]([F:23])[CH:17]=2)=[CH:10][CH:9]=1)[C:2]1[CH:7]=[CH:6][CH:5]=[CH:4][CH:3]=1.Cl[C:25]1[C:34]2[C:29](=[CH:30][C:31]([O:37][CH2:38][CH2:39][CH2:40][N:41]3[CH2:46][CH2:45][O:44][CH2:43][CH2:42]3)=[C:32]([O:35][CH3:36])[CH:33]=2)[N:28]=[CH:27][CH:26]=1.